From a dataset of Reaction yield outcomes from USPTO patents with 853,638 reactions. Predict the reaction yield, written as a fraction of the theoretical maximum amount of product (1.0 means a 100% yield; for example, 0.34 means a 34% yield). (1) The reactants are C(C1C=C2C(=C(F)C=1)C(=O)N(CC1C=CC(C3C=CN=C4NC(C5C=NN(C)C=5)=NC=34)=CC=1F)N=C2)(C)(C)C.Br[C:41]1[CH:62]=[CH:61][C:44]([CH2:45][N:46]2[CH2:55][CH2:54][C:53]3[C:48](=[CH:49][CH:50]=[C:51]([C:56]([CH3:59])([CH3:58])[CH3:57])[CH:52]=3)[C:47]2=[O:60])=[CH:43][CH:42]=1.[B:63]1(B2OC(C)(C)C(C)(C)O2)[O:67][C:66]([CH3:69])([CH3:68])[C:65]([CH3:71])([CH3:70])[O:64]1.C1(P(C2CCCCC2)C2C=CC=CC=2C2C(C(C)C)=CC(C(C)C)=CC=2C(C)C)CCCCC1.C([O-])(=O)C.[K+].O1CCOCC1. The catalyst is C1C=CC(/C=C/C(/C=C/C2C=CC=CC=2)=O)=CC=1.C1C=CC(/C=C/C(/C=C/C2C=CC=CC=2)=O)=CC=1.C1C=CC(/C=C/C(/C=C/C2C=CC=CC=2)=O)=CC=1.C(Cl)(Cl)Cl.[Pd].[Pd]. The product is [C:56]([C:51]1[CH:52]=[C:53]2[C:48](=[CH:49][CH:50]=1)[C:47](=[O:60])[N:46]([CH2:45][C:44]1[CH:61]=[CH:62][C:41]([B:63]3[O:67][C:66]([CH3:69])([CH3:68])[C:65]([CH3:71])([CH3:70])[O:64]3)=[CH:42][CH:43]=1)[CH2:55][CH2:54]2)([CH3:59])([CH3:58])[CH3:57]. The yield is 0.490. (2) The reactants are [O:1]=[C:2]([CH2:8][CH2:9][CH2:10][CH2:11][CH2:12][CH2:13][CH2:14][CH2:15][CH2:16][CH2:17][CH3:18])[CH2:3][C:4]([O:6][CH3:7])=[O:5].N#N. The catalyst is CO. The product is [OH:1][C@H:2]([CH2:8][CH2:9][CH2:10][CH2:11][CH2:12][CH2:13][CH2:14][CH2:15][CH2:16][CH2:17][CH3:18])[CH2:3][C:4]([O:6][CH3:7])=[O:5]. The yield is 0.970.